From a dataset of Catalyst prediction with 721,799 reactions and 888 catalyst types from USPTO. Predict which catalyst facilitates the given reaction. Reactant: [CH2:1]([O:8][C:9](=[O:19])[NH:10][C@@H:11]1[CH2:16][CH2:15][CH2:14][CH2:13][C@H:12]1[CH2:17][OH:18])[C:2]1[CH:7]=[CH:6][CH:5]=[CH:4][CH:3]=1.[C:20]1([CH3:30])[CH:25]=[CH:24][C:23]([S:26](Cl)(=[O:28])=[O:27])=[CH:22][CH:21]=1. Product: [CH2:1]([O:8][C:9]([NH:10][C@@H:11]1[CH2:16][CH2:15][CH2:14][CH2:13][C@H:12]1[CH2:17][O:18][S:26]([C:23]1[CH:24]=[CH:25][C:20]([CH3:30])=[CH:21][CH:22]=1)(=[O:28])=[O:27])=[O:19])[C:2]1[CH:3]=[CH:4][CH:5]=[CH:6][CH:7]=1. The catalyst class is: 17.